Dataset: Full USPTO retrosynthesis dataset with 1.9M reactions from patents (1976-2016). Task: Predict the reactants needed to synthesize the given product. (1) Given the product [C:7]([NH:9][NH:10][C:18](=[O:25])[C:19]1[CH:24]=[CH:23][CH:22]=[CH:21][CH:20]=1)(=[O:8])[C:4]1[CH:5]=[CH:6][CH:1]=[CH:2][CH:3]=1, predict the reactants needed to synthesize it. The reactants are: [CH:1]1[CH:6]=[CH:5][C:4]([C:7]([NH:9][NH2:10])=[O:8])=[CH:3][CH:2]=1.CN1CCCC1=O.[C:18](Cl)(=[O:25])[C:19]1[CH:24]=[CH:23][CH:22]=[CH:21][CH:20]=1. (2) The reactants are: [F:1][C:2]1[CH:3]=[CH:4][C:5]([C:11](=O)[C:12]2[CH:17]=[CH:16][C:15]([F:18])=[CH:14][CH:13]=2)=[C:6]([CH:10]=1)[C:7](O)=[O:8].O.[NH2:21][NH2:22]. Given the product [F:1][C:2]1[CH:10]=[C:6]2[C:5]([C:11]([C:12]3[CH:17]=[CH:16][C:15]([F:18])=[CH:14][CH:13]=3)=[N:21][NH:22][C:7]2=[O:8])=[CH:4][CH:3]=1, predict the reactants needed to synthesize it. (3) Given the product [NH2:1][C:4]1[CH:9]=[CH:8][C:7]([C:10]2[CH:11]=[CH:12][C:13]([S:16]([N:19]3[CH:24]([C:25]([OH:27])=[O:26])[CH2:23][C:22]4[N:28]([CH3:31])[CH:29]=[N:30][C:21]=4[CH2:20]3)(=[O:18])=[O:17])=[CH:14][CH:15]=2)=[CH:6][CH:5]=1, predict the reactants needed to synthesize it. The reactants are: [N+:1]([C:4]1[CH:9]=[CH:8][C:7]([C:10]2[CH:15]=[CH:14][C:13]([S:16]([N:19]3[CH:24]([C:25]([OH:27])=[O:26])[CH2:23][C:22]4[N:28]([CH3:31])[CH:29]=[N:30][C:21]=4[CH2:20]3)(=[O:18])=[O:17])=[CH:12][CH:11]=2)=[CH:6][CH:5]=1)([O-])=O. (4) The reactants are: [F:1][C:2]1[CH:3]=[C:4]([CH2:20][OH:21])[CH:5]=[CH:6][C:7]=1[C:8]#[C:9][CH2:10][CH2:11][CH2:12][CH2:13][C:14]1[CH:19]=[CH:18][CH:17]=[CH:16][CH:15]=1. Given the product [F:1][C:2]1[CH:3]=[C:4]([CH:5]=[CH:6][C:7]=1[C:8]#[C:9][CH2:10][CH2:11][CH2:12][CH2:13][C:14]1[CH:15]=[CH:16][CH:17]=[CH:18][CH:19]=1)[CH:20]=[O:21], predict the reactants needed to synthesize it. (5) Given the product [CH2:7]([NH:9][C:10]([NH:12][C:13]1[S:14][C:15]2[C:21](/[C:22](/[CH3:26])=[N:23]/[O:24][CH3:25])=[CH:20][C:19]([C:27]3[CH:32]=[N:31][C:30]([N:33]4[CH2:38][CH2:37][C:36]([CH3:44])([C:39]([OH:41])=[O:40])[CH2:35][CH2:34]4)=[N:29][CH:28]=3)=[CH:18][C:16]=2[N:17]=1)=[O:11])[CH3:8], predict the reactants needed to synthesize it. The reactants are: C(O[K])(C)(C)C.[CH2:7]([NH:9][C:10]([NH:12][C:13]1[S:14][C:15]2[C:21](/[C:22](/[CH3:26])=[N:23]/[O:24][CH3:25])=[CH:20][C:19]([C:27]3[CH:28]=[N:29][C:30]([N:33]4[CH2:38][CH2:37][C:36]([CH3:44])([C:39]([O:41]CC)=[O:40])[CH2:35][CH2:34]4)=[N:31][CH:32]=3)=[CH:18][C:16]=2[N:17]=1)=[O:11])[CH3:8].